This data is from Forward reaction prediction with 1.9M reactions from USPTO patents (1976-2016). The task is: Predict the product of the given reaction. (1) Given the reactants C(O[CH:4]=[C:5]([C:8]#[N:9])[C:6]#[N:7])C.[NH:10]([CH2:12][CH2:13][OH:14])[NH2:11], predict the reaction product. The product is: [NH2:9][C:8]1[N:10]([CH2:12][CH2:13][OH:14])[N:11]=[CH:4][C:5]=1[C:6]#[N:7]. (2) Given the reactants [CH3:1][N:2]([CH3:31])[C:3]1[N:12]=[C:11]([NH:13][CH2:14][C:15]2[CH:20]=[CH:19][C:18]([NH:21][C:22]([CH:24]3[CH2:29][CH2:28][NH:27][CH2:26][CH2:25]3)=[O:23])=[CH:17][CH:16]=2)[C:10]2[C:5](=[CH:6][C:7]([CH3:30])=[CH:8][CH:9]=2)[N:4]=1.[C:32]1(=O)[CH2:37][CH2:36][CH2:35][CH2:34][CH2:33]1, predict the reaction product. The product is: [CH:32]1([N:27]2[CH2:28][CH2:29][CH:24]([C:22]([NH:21][C:18]3[CH:17]=[CH:16][C:15]([CH2:14][NH:13][C:11]4[C:10]5[C:5](=[CH:6][C:7]([CH3:30])=[CH:8][CH:9]=5)[N:4]=[C:3]([N:2]([CH3:31])[CH3:1])[N:12]=4)=[CH:20][CH:19]=3)=[O:23])[CH2:25][CH2:26]2)[CH2:37][CH2:36][CH2:35][CH2:34][CH2:33]1. (3) Given the reactants CN(C(ON1N=NC2C=CC=NC1=2)=[N+](C)C)C.F[P-](F)(F)(F)(F)F.[Cl:25][C:26]1[CH:27]=[C:28]([C:34]2([C:51]([F:54])([F:53])[F:52])[O:38][N:37]=[C:36]([C:39]3[N:40]4[C:44]([C:45]([C:48](O)=[O:49])=[CH:46][CH:47]=3)=[CH:43][CH:42]=[CH:41]4)[CH2:35]2)[CH:29]=[C:30]([Cl:33])[C:31]=1[F:32].Cl.[NH2:56][CH2:57][C:58]1[CH:69]=[CH:68][C:61]2[B:62]([OH:67])[O:63][C:64]([CH3:66])([CH3:65])[C:60]=2[CH:59]=1.Cl, predict the reaction product. The product is: [Cl:33][C:30]1[CH:29]=[C:28]([C:34]2([C:51]([F:53])([F:54])[F:52])[O:38][N:37]=[C:36]([C:39]3[N:40]4[C:44]([C:45]([C:48]([NH:56][CH2:57][C:58]5[CH:69]=[CH:68][C:61]6[B:62]([OH:67])[O:63][C:64]([CH3:66])([CH3:65])[C:60]=6[CH:59]=5)=[O:49])=[CH:46][CH:47]=3)=[CH:43][CH:42]=[CH:41]4)[CH2:35]2)[CH:27]=[C:26]([Cl:25])[C:31]=1[F:32]. (4) Given the reactants C(N1C=CN=C1)(N1C=CN=C1)=O.[C:13]([O:17][C:18]([NH:20][CH2:21][CH2:22][CH2:23][CH2:24][N:25]1[CH2:30][CH2:29][N:28]([CH2:31][CH2:32][CH2:33][CH2:34][C:35]([OH:37])=O)[CH2:27][CH2:26]1)=[O:19])([CH3:16])([CH3:15])[CH3:14].[C:38]([N:45]1[CH2:50][CH2:49][NH:48][CH2:47][CH2:46]1)([O:40][C:41]([CH3:44])([CH3:43])[CH3:42])=[O:39], predict the reaction product. The product is: [C:41]([O:40][C:38]([N:45]1[CH2:50][CH2:49][N:48]([C:35](=[O:37])[CH2:34][CH2:33][CH2:32][CH2:31][N:28]2[CH2:27][CH2:26][N:25]([CH2:24][CH2:23][CH2:22][CH2:21][NH:20][C:18]([O:17][C:13]([CH3:14])([CH3:15])[CH3:16])=[O:19])[CH2:30][CH2:29]2)[CH2:47][CH2:46]1)=[O:39])([CH3:44])([CH3:42])[CH3:43]. (5) Given the reactants [OH:1][CH2:2][C@@H:3]1[CH2:8][CH2:7][NH:6][CH2:5][C@H:4]1[OH:9].[C:10](O[C:10]([O:12][C:13]([CH3:16])([CH3:15])[CH3:14])=[O:11])([O:12][C:13]([CH3:16])([CH3:15])[CH3:14])=[O:11], predict the reaction product. The product is: [OH:9][C@H:4]1[C@H:3]([CH2:2][OH:1])[CH2:8][CH2:7][N:6]([C:10]([O:12][C:13]([CH3:16])([CH3:15])[CH3:14])=[O:11])[CH2:5]1. (6) Given the reactants [Cl:1][C:2]1[CH:10]=[CH:9][CH:8]=[C:7]([Si:11]([CH3:14])([CH3:13])[CH3:12])[C:3]=1[C:4](Cl)=[O:5].Cl.[CH:16]([NH:19][OH:20])([CH3:18])[CH3:17].C(N(CC)CC)C, predict the reaction product. The product is: [Cl:1][C:2]1[CH:10]=[CH:9][CH:8]=[C:7]([Si:11]([CH3:14])([CH3:13])[CH3:12])[C:3]=1[C:4]([N:19]([OH:20])[CH:16]([CH3:18])[CH3:17])=[O:5]. (7) Given the reactants C1C(=O)NC(=O)N([C@@H]2O[C@H](COP(OP(O)(O)=O)(O)=O)[C@@H](O)[C@H]2O)C=1.[CH3:26][C:27]([O:29][CH2:30][C@H:31]1[O:36][CH:35]([O:37][C:38]([CH3:40])=[O:39])[C@H:34]([NH:41][C:42]([N:44]=[N+:45]=[N-:46])=[O:43])[C@@H:33]([O:47][C:48]([CH3:50])=[O:49])[C@@H:32]1[O:51][C:52]([CH3:54])=[O:53])=[O:28].C(O)C(N)(CO)CO.Cl, predict the reaction product. The product is: [CH3:26][C:27]([O:29][CH2:30][C@H:31]1[O:36][CH:35]([O:37][C:38]([CH3:40])=[O:39])[C@H:34]([NH:41][C:42]([N:44]=[N+:45]=[N-:46])=[O:43])[C@@H:33]([O:47][C:48]([CH3:50])=[O:49])[C@@H:32]1[O:51][C:52]([CH3:54])=[O:53])=[O:28]. (8) Given the reactants [O:1]1[C:5]2([CH2:10][CH2:9][CH:8]([N:11]3[CH2:15][CH2:14][CH2:13][C:12]3=[O:16])[CH2:7][CH2:6]2)[O:4][CH2:3][CH2:2]1.[Li+].CC([N-]C(C)C)C.Br[CH2:26][C:27]1[C:32]([Cl:33])=[CH:31][C:30]([O:34][CH3:35])=[CH:29][C:28]=1[Cl:36], predict the reaction product. The product is: [Cl:33][C:32]1[CH:31]=[C:30]([O:34][CH3:35])[CH:29]=[C:28]([Cl:36])[C:27]=1[CH2:26][CH:13]1[CH2:14][CH2:15][N:11]([CH:8]2[CH2:7][CH2:6][C:5]3([O:4][CH2:3][CH2:2][O:1]3)[CH2:10][CH2:9]2)[C:12]1=[O:16]. (9) Given the reactants [CH2:1](Br)[CH:2]=[CH2:3].[N+:5]([C:8]1[CH:13]=[CH:12][C:11]([OH:14])=[CH:10][CH:9]=1)([O-:7])=[O:6].C([O-])([O-])=O.[K+].[K+], predict the reaction product. The product is: [CH2:1]([O:14][C:11]1[CH:12]=[CH:13][C:8]([N+:5]([O-:7])=[O:6])=[CH:9][CH:10]=1)[CH:2]=[CH2:3]. (10) Given the reactants [CH3:1][C:2]([C:4]1[CH:9]=[C:8]([Br:10])[CH:7]=[CH:6][C:5]=1[OH:11])=[O:3].[C:12]([N:19]1[CH2:24][CH2:23][C:22](=O)[CH2:21][CH2:20]1)([O:14][C:15]([CH3:18])([CH3:17])[CH3:16])=[O:13].N1CCCC1, predict the reaction product. The product is: [C:15]([O:14][C:12]([N:19]1[CH2:24][CH2:23][C:22]2([CH2:1][C:2](=[O:3])[C:4]3[C:5](=[CH:6][CH:7]=[C:8]([Br:10])[CH:9]=3)[O:11]2)[CH2:21][CH2:20]1)=[O:13])([CH3:18])([CH3:16])[CH3:17].